From a dataset of Reaction yield outcomes from USPTO patents with 853,638 reactions. Predict the reaction yield, written as a fraction of the theoretical maximum amount of product (1.0 means a 100% yield; for example, 0.34 means a 34% yield). (1) The product is [F:49][C:48]([F:51])([F:50])[S:45]([O:15][C:12]1[CH:13]=[CH:14][C:9]([C:6]2[N:7]=[N:8][C:3]([N:2]([CH3:1])[CH:21]3[CH2:26][C:25]([CH3:28])([CH3:27])[NH:24][C:23]([CH3:30])([CH3:29])[CH2:22]3)=[CH:4][CH:5]=2)=[C:10]([O:16][C:17]([F:20])([F:18])[F:19])[CH:11]=1)(=[O:47])=[O:46]. The yield is 0.760. The catalyst is C(Cl)Cl. The reactants are [CH3:1][N:2]([CH:21]1[CH2:26][C:25]([CH3:28])([CH3:27])[NH:24][C:23]([CH3:30])([CH3:29])[CH2:22]1)[C:3]1[N:8]=[N:7][C:6]([C:9]2[CH:14]=[CH:13][C:12]([OH:15])=[CH:11][C:10]=2[O:16][C:17]([F:20])([F:19])[F:18])=[CH:5][CH:4]=1.CCN(CC)CC.C1C=CC(N([S:45]([C:48]([F:51])([F:50])[F:49])(=[O:47])=[O:46])[S:45]([C:48]([F:51])([F:50])[F:49])(=[O:47])=[O:46])=CC=1. (2) The reactants are [F:1][C:2]1[CH:3]=[CH:4][C:5]([O:10][C:11]2[CH:12]=[C:13]3[C:17](=[CH:18][CH:19]=2)[N:16]([CH3:20])[N:15]=[CH:14]3)=[C:6]([CH:9]=1)[C:7]#[N:8].[ClH:21].C1(C)C=CC=CC=1.CCO. The catalyst is CO.[OH-].[OH-].[Pd+2]. The product is [ClH:21].[F:1][C:2]1[CH:3]=[CH:4][C:5]([O:10][C:11]2[CH:12]=[C:13]3[C:17](=[CH:18][CH:19]=2)[N:16]([CH3:20])[N:15]=[CH:14]3)=[C:6]([CH:9]=1)[CH2:7][NH2:8]. The yield is 0.990.